Task: Predict the product of the given reaction.. Dataset: Forward reaction prediction with 1.9M reactions from USPTO patents (1976-2016) (1) Given the reactants [CH3:1][C:2]1[CH:7]=[C:6]([CH3:8])[CH:5]=[CH:4][C:3]=1[N:9]1[CH2:14][CH2:13][N:12]([C:15]([C:17]2[CH:22]=[CH:21][C:20]([NH:23][S:24]([CH3:27])(=[O:26])=[O:25])=[CH:19][CH:18]=2)=[O:16])[CH2:11][CH2:10]1.Br[CH2:29][CH2:30][O:31][CH:32]1[CH2:37][CH2:36][CH2:35][CH2:34][O:33]1, predict the reaction product. The product is: [CH3:1][C:2]1[CH:7]=[C:6]([CH3:8])[CH:5]=[CH:4][C:3]=1[N:9]1[CH2:14][CH2:13][N:12]([C:15]([C:17]2[CH:22]=[CH:21][C:20]([N:23]([CH2:29][CH2:30][O:31][CH:32]3[CH2:37][CH2:36][CH2:35][CH2:34][O:33]3)[S:24]([CH3:27])(=[O:26])=[O:25])=[CH:19][CH:18]=2)=[O:16])[CH2:11][CH2:10]1. (2) The product is: [CH2:1]([CH:3]([CH2:6][CH2:7][CH:8]1[CH2:12][CH2:11][CH:10]([CH3:13])[C:9]1([CH3:15])[CH3:14])[CH2:4][CH2:18][C:16]#[N:17])[CH3:2]. Given the reactants [CH2:1]([C:3](=[CH:6][CH2:7][CH:8]1[CH2:12][CH:11]=[C:10]([CH3:13])[C:9]1([CH3:15])[CH3:14])[CH:4]=O)[CH3:2].[C:16]([CH2:18]C(O)=O)#[N:17], predict the reaction product.